Dataset: Forward reaction prediction with 1.9M reactions from USPTO patents (1976-2016). Task: Predict the product of the given reaction. (1) Given the reactants [N:1]1[CH:6]=[CH:5][C:4]([CH2:7][N:8]2[C:12]3=[N:13][CH:14]=[CH:15][C:16]([NH2:17])=[C:11]3[CH:10]=[CH:9]2)=[CH:3][CH:2]=1.Br[C:19]1[CH:24]=[CH:23][C:22]([O:25][CH3:26])=[C:21]([N:27]=[C:28]=[O:29])[CH:20]=1.[Cl:30]CCl, predict the reaction product. The product is: [Cl:30][C:19]1[CH:24]=[CH:23][C:22]([O:25][CH3:26])=[C:21]([NH:27][C:28]([NH:17][C:16]2[CH:15]=[CH:14][N:13]=[C:12]3[N:8]([CH2:7][C:4]4[CH:5]=[CH:6][N:1]=[CH:2][CH:3]=4)[CH:9]=[CH:10][C:11]=23)=[O:29])[CH:20]=1. (2) The product is: [CH2:2]([S:39]([C:15]1[C:20]([C:21]2[N:33]([CH3:34])[C:24]3=[N:25][CH:26]=[C:27]([C:29]([F:30])([F:31])[F:32])[CH:28]=[C:23]3[N:22]=2)=[CH:19][CH:18]=[C:17]([C:35]([F:37])([F:38])[F:36])[N:16]=1)(=[O:43])=[O:41])[CH3:11]. Given the reactants Cl[C:2]1C=C(C=C[CH:11]=1)C(OO)=O.C(S[C:15]1[C:20]([C:21]2[N:33]([CH3:34])[C:24]3=[N:25][CH:26]=[C:27]([C:29]([F:32])([F:31])[F:30])[CH:28]=[C:23]3[N:22]=2)=[CH:19][CH:18]=[C:17]([C:35]([F:38])([F:37])[F:36])[N:16]=1)C.[S:39]([O-:43])([O-])(=[O:41])=S.[Na+].[Na+], predict the reaction product. (3) Given the reactants [Cl:1][C:2]1[CH:3]=[C:4]([C@H:8]([C@H:24]([C:26]2[CH:31]=[CH:30][C:29]([Cl:32])=[CH:28][CH:27]=2)[OH:25])[CH2:9][C@:10]([CH3:23])([CH2:20][CH:21]=[CH2:22])[C:11]([NH:13][C@@H:14]([CH2:18][CH3:19])[C@@H:15]([OH:17])[CH3:16])=O)[CH:5]=[CH:6][CH:7]=1, predict the reaction product. The product is: [Cl:1][C:2]1[CH:3]=[C:4]([C@@H:8]([CH2:9][C@:10]([C:11]2[O:17][C@@H:15]([CH3:16])[C@H:14]([CH2:18][CH3:19])[N:13]=2)([CH3:23])[CH2:20][CH:21]=[CH2:22])[C@H:24]([C:26]2[CH:31]=[CH:30][C:29]([Cl:32])=[CH:28][CH:27]=2)[OH:25])[CH:5]=[CH:6][CH:7]=1.